Predict the reaction yield, written as a fraction of the theoretical maximum amount of product (1.0 means a 100% yield; for example, 0.34 means a 34% yield). From a dataset of Reaction yield outcomes from USPTO patents with 853,638 reactions. (1) The reactants are [CH2:1]([N:4]1[C:8]2[CH2:9][CH:10]([C:26]([O:28][CH2:29][CH3:30])=[O:27])[C:11]3[C:12](=[O:25])[CH2:13][C:14]4([NH:23][C:24]=3[C:7]=2[N:6]=[C:5]1[CH3:31])[CH2:22][C:21]1[C:16](=[CH:17][CH:18]=[CH:19][CH:20]=1)[CH2:15]4)[CH:2]=[CH2:3].ClC1C(=O)C(C#N)=C(C#N)C(=O)C=1Cl.C(=O)([O-])O.[Na+]. The catalyst is C(OCC)(=O)C. The product is [CH2:1]([N:4]1[C:8]2[CH:9]=[C:10]([C:26]([O:28][CH2:29][CH3:30])=[O:27])[C:11]3[C:12](=[O:25])[CH2:13][C:14]4([NH:23][C:24]=3[C:7]=2[N:6]=[C:5]1[CH3:31])[CH2:15][C:16]1[C:21](=[CH:20][CH:19]=[CH:18][CH:17]=1)[CH2:22]4)[CH:2]=[CH2:3]. The yield is 0.890. (2) The reactants are C[O:2][C:3](=[O:21])[C:4]1[CH:9]=[C:8]([C:10](=[O:12])[CH3:11])[CH:7]=[CH:6][C:5]=1[O:13][CH2:14][C:15]1[CH:20]=[CH:19][CH:18]=[CH:17][CH:16]=1.[OH-].[Na+]. The catalyst is CO.O1CCCC1. The product is [C:10]([C:8]1[CH:7]=[CH:6][C:5]([O:13][CH2:14][C:15]2[CH:20]=[CH:19][CH:18]=[CH:17][CH:16]=2)=[C:4]([CH:9]=1)[C:3]([OH:21])=[O:2])(=[O:12])[CH3:11]. The yield is 0.910.